From a dataset of TCR-epitope binding with 47,182 pairs between 192 epitopes and 23,139 TCRs. Binary Classification. Given a T-cell receptor sequence (or CDR3 region) and an epitope sequence, predict whether binding occurs between them. The epitope is FVDGVPFVV. The TCR CDR3 sequence is CASSQDGGGALETQYF. Result: 1 (the TCR binds to the epitope).